From a dataset of Full USPTO retrosynthesis dataset with 1.9M reactions from patents (1976-2016). Predict the reactants needed to synthesize the given product. (1) Given the product [NH2:16][C:13]1[N:12]=[CH:11][C:10]([C:9]#[C:8][C:4]2[CH:3]=[C:2]([NH:1][C:24]([NH:23][C:17]3[CH:22]=[CH:21][CH:20]=[CH:19][CH:18]=3)=[O:25])[CH:7]=[CH:6][CH:5]=2)=[CH:15][N:14]=1, predict the reactants needed to synthesize it. The reactants are: [NH2:1][C:2]1[CH:3]=[C:4]([C:8]#[C:9][C:10]2[CH:11]=[N:12][C:13]([NH2:16])=[N:14][CH:15]=2)[CH:5]=[CH:6][CH:7]=1.[C:17]1([N:23]=[C:24]=[O:25])[CH:22]=[CH:21][CH:20]=[CH:19][CH:18]=1. (2) The reactants are: [Br:1][C:2]1[CH:3]=[C:4]([O:10][CH2:11][C@@H:12]2[CH2:16][CH2:15][N:14]([C:17]([O:19][C:20]([CH3:23])([CH3:22])[CH3:21])=[O:18])[CH2:13]2)[C:5](I)=[N:6][C:7]=1[Cl:8].[Cu](C#N)[C:25]#[N:26]. Given the product [Br:1][C:2]1[CH:3]=[C:4]([O:10][CH2:11][C@@H:12]2[CH2:16][CH2:15][N:14]([C:17]([O:19][C:20]([CH3:23])([CH3:22])[CH3:21])=[O:18])[CH2:13]2)[C:5]([C:25]#[N:26])=[N:6][C:7]=1[Cl:8], predict the reactants needed to synthesize it.